This data is from Reaction yield outcomes from USPTO patents with 853,638 reactions. The task is: Predict the reaction yield, written as a fraction of the theoretical maximum amount of product (1.0 means a 100% yield; for example, 0.34 means a 34% yield). (1) The catalyst is C1C=CC(P(C2C=CC=CC=2)[C-]2C=CC=C2)=CC=1.C1C=CC(P(C2C=CC=CC=2)[C-]2C=CC=C2)=CC=1.Cl[Pd]Cl.[Fe+2].O.COCCOC. The reactants are Br[C:2]1[CH:26]=[CH:25][C:5]2[C:6]3[N:10]([CH2:11][CH2:12][O:13][C:4]=2[CH:3]=1)[CH:9]=[C:8]([C:14]1[N:15]([CH:22]([CH3:24])[CH3:23])[N:16]=[C:17]([CH2:19][O:20][CH3:21])[N:18]=1)[N:7]=3.[CH3:27][C:28]([OH:45])([CH3:44])[CH2:29][N:30]1[CH:34]=[C:33](B2OC(C)(C)C(C)(C)O2)[CH:32]=[N:31]1.C(Cl)Cl.C(=O)([O-])[O-].[Cs+].[Cs+]. The product is [CH:22]([N:15]1[C:14]([C:8]2[N:7]=[C:6]3[C:5]4[CH:25]=[CH:26][C:2]([C:33]5[CH:32]=[N:31][N:30]([CH2:29][C:28]([CH3:44])([OH:45])[CH3:27])[CH:34]=5)=[CH:3][C:4]=4[O:13][CH2:12][CH2:11][N:10]3[CH:9]=2)=[N:18][C:17]([CH2:19][O:20][CH3:21])=[N:16]1)([CH3:24])[CH3:23]. The yield is 0.350. (2) The reactants are [OH:1][CH:2]1[CH2:11][C:10]2[C:5](=[CH:6][CH:7]=[CH:8][C:9]=2[NH:12][C:13](=[O:35])/[CH:14]=[CH:15]/[CH:16]=[C:17](\[C:28]2[CH:33]=[CH:32][C:31]([OH:34])=[CH:30][CH:29]=2)/[C:18]2[CH:23]=[CH:22][C:21]([C:24]([F:27])([F:26])[F:25])=[CH:20][CH:19]=2)[NH:4][C:3]1=[O:36].Cl[CH2:38][C:39]#[N:40].C(=O)([O-])[O-].[K+].[K+].O. The catalyst is CN(C=O)C. The product is [C:39]([CH2:38][O:34][C:31]1[CH:32]=[CH:33][C:28](/[C:17](/[C:18]2[CH:23]=[CH:22][C:21]([C:24]([F:26])([F:27])[F:25])=[CH:20][CH:19]=2)=[CH:16]\[CH:15]=[CH:14]\[C:13]([NH:12][C:9]2[CH:8]=[CH:7][CH:6]=[C:5]3[C:10]=2[CH2:11][CH:2]([OH:1])[C:3](=[O:36])[NH:4]3)=[O:35])=[CH:29][CH:30]=1)#[N:40]. The yield is 0.480. (3) The reactants are [O:1]=[C:2]1[CH:7]=[CH:6][N:5]([C:8]2[CH:13]=[CH:12][CH:11]=[C:10]([C:14]([F:17])([F:16])[F:15])[CH:9]=2)[N:4]=[C:3]1[CH:18]=[O:19].[CH2:20]=[N:21][CH:22](S(C1C=CC(C)=CC=1)(=O)=O)[C:23]1[CH:28]=[CH:27][CH:26]=[CH:25][CH:24]=1.C([O-])([O-])=O.[K+].[K+]. The catalyst is CC#N.O. The product is [C:23]1([C:22]2[N:21]=[CH:20][O:19][C:18]=2[C:3]2[C:2](=[O:1])[CH:7]=[CH:6][N:5]([C:8]3[CH:13]=[CH:12][CH:11]=[C:10]([C:14]([F:17])([F:16])[F:15])[CH:9]=3)[N:4]=2)[CH:28]=[CH:27][CH:26]=[CH:25][CH:24]=1. The yield is 0.250.